From a dataset of Full USPTO retrosynthesis dataset with 1.9M reactions from patents (1976-2016). Predict the reactants needed to synthesize the given product. (1) Given the product [Br:5][C:6]1[CH:19]=[CH:18][C:17]2[O:16][C:15]3[C:10](=[CH:11][C:12]([I:20])=[CH:13][CH:14]=3)[C:9]([CH:1]=[CH2:2])([OH:21])[C:8]=2[CH:7]=1, predict the reactants needed to synthesize it. The reactants are: [CH:1]([Mg]Cl)=[CH2:2].[Br:5][C:6]1[CH:19]=[CH:18][C:17]2[O:16][C:15]3[C:10](=[CH:11][C:12]([I:20])=[CH:13][CH:14]=3)[C:9](=[O:21])[C:8]=2[CH:7]=1. (2) Given the product [Cl:38][C:37]1[CH:36]=[CH:35][CH:34]=[C:33]([Cl:39])[C:32]=1[C:25]1[C:24]([CH2:23][O:1][C:2]2[CH:3]=[CH:4][C:5]([C:8]3[CH:17]=[C:16]4[C:11]([C:12]([C:18]([O:20][CH3:21])=[O:19])=[CH:13][CH:14]=[N:15]4)=[CH:10][CH:9]=3)=[CH:6][CH:7]=2)=[C:28]([CH:29]([CH3:31])[CH3:30])[O:27][N:26]=1, predict the reactants needed to synthesize it. The reactants are: [OH:1][C:2]1[CH:7]=[CH:6][C:5]([C:8]2[CH:17]=[C:16]3[C:11]([C:12]([C:18]([O:20][CH3:21])=[O:19])=[CH:13][CH:14]=[N:15]3)=[CH:10][CH:9]=2)=[CH:4][CH:3]=1.Cl[CH2:23][C:24]1[C:25]([C:32]2[C:37]([Cl:38])=[CH:36][CH:35]=[CH:34][C:33]=2[Cl:39])=[N:26][O:27][C:28]=1[CH:29]([CH3:31])[CH3:30].C([O-])([O-])=O.[K+].[K+].CCOC(C)=O.